This data is from Forward reaction prediction with 1.9M reactions from USPTO patents (1976-2016). The task is: Predict the product of the given reaction. (1) The product is: [Cl:36][C:31]1[C:30]([CH3:37])=[N:29][C:28]2[N:33]([N:34]=[C:26]3[CH2:25][N:24]([C:22]([C:17]4[CH:18]=[CH:19][CH:20]=[CH:21][C:16]=4[O:15][CH:12]4[CH2:13][CH2:14][NH:9][CH2:10][CH2:11]4)=[O:23])[CH2:38][C:27]3=2)[C:32]=1[CH3:35]. Given the reactants Cl.C(OC([N:9]1[CH2:14][CH2:13][CH:12]([O:15][C:16]2[CH:21]=[CH:20][CH:19]=[CH:18][C:17]=2[C:22]([N:24]2[CH2:38][C:27]3=[C:28]4[N:33]([N:34]=[C:26]3[CH2:25]2)[C:32]([CH3:35])=[C:31]([Cl:36])[C:30]([CH3:37])=[N:29]4)=[O:23])[CH2:11][CH2:10]1)=O)(C)(C)C, predict the reaction product. (2) Given the reactants CO[CH:3]([O:7]C)[N:4]([CH3:6])C.O=C(CC)[CH2:11][C:12]([O:14][CH3:15])=[O:13].[C:18]([CH2:20][C:21]([O:23][CH3:24])=[O:22])#N.[CH2:25](N(C(C)C)C(C)C)[CH3:26], predict the reaction product. The product is: [CH2:25]([C:6]1[C:11]([C:12]([O:14][CH3:15])=[O:13])=[CH:18][C:20]([C:21]([O:23][CH3:24])=[O:22])=[C:3]([OH:7])[N:4]=1)[CH3:26]. (3) Given the reactants P([O-])([O:9][C:10]1[CH:15]=[CH:14][CH:13]=[CH:12][CH:11]=1)[O:9][C:10]1[CH:15]=[CH:14][CH:13]=[CH:12][CH:11]=1.[C:17]([OH:30])(=[O:29])[CH2:18][CH2:19][CH2:20][CH2:21][CH2:22][CH2:23][CH2:24][CH2:25][C:26]([OH:28])=O, predict the reaction product. The product is: [C:26]([O:9][C:10]1[CH:11]=[CH:12][CH:13]=[CH:14][CH:15]=1)(=[O:28])[CH2:25][CH2:24][CH2:23][CH2:22][CH2:21][CH2:20][CH2:19][CH2:18][C:17]([O:30][C:10]1[CH:15]=[CH:14][CH:13]=[CH:12][CH:11]=1)=[O:29]. (4) Given the reactants Br[CH2:2][C:3]#[N:4].C(N(C(C)C)C(C)C)C.[CH2:14]([S:21][C:22](=[O:35])[CH2:23][C@H:24]([NH:28][C:29](=[O:34])[CH2:30][CH2:31][CH:32]=[CH2:33])[C:25]([OH:27])=[O:26])[C:15]1[CH:20]=[CH:19][CH:18]=[CH:17][CH:16]=1.[Cl-].[NH4+], predict the reaction product. The product is: [CH2:14]([S:21][C:22](=[O:35])[CH2:23][C@H:24]([NH:28][C:29](=[O:34])[CH2:30][CH2:31][CH:32]=[CH2:33])[C:25]([O:27][CH2:2][C:3]#[N:4])=[O:26])[C:15]1[CH:16]=[CH:17][CH:18]=[CH:19][CH:20]=1.